Regression. Given a peptide amino acid sequence and an MHC pseudo amino acid sequence, predict their binding affinity value. This is MHC class I binding data. From a dataset of Peptide-MHC class I binding affinity with 185,985 pairs from IEDB/IMGT. The peptide sequence is MPGVLSYVV. The MHC is HLA-B07:02 with pseudo-sequence HLA-B07:02. The binding affinity (normalized) is 0.358.